From a dataset of NCI-60 drug combinations with 297,098 pairs across 59 cell lines. Regression. Given two drug SMILES strings and cell line genomic features, predict the synergy score measuring deviation from expected non-interaction effect. (1) Drug 1: CN(C)C1=NC(=NC(=N1)N(C)C)N(C)C. Drug 2: C(CN)CNCCSP(=O)(O)O. Cell line: HL-60(TB). Synergy scores: CSS=1.79, Synergy_ZIP=-3.02, Synergy_Bliss=-5.30, Synergy_Loewe=-11.6, Synergy_HSA=-6.48. (2) Drug 1: C1CC(C1)(C(=O)O)C(=O)O.[NH2-].[NH2-].[Pt+2]. Drug 2: CC1C(C(CC(O1)OC2CC(CC3=C2C(=C4C(=C3O)C(=O)C5=C(C4=O)C(=CC=C5)OC)O)(C(=O)CO)O)N)O.Cl. Cell line: TK-10. Synergy scores: CSS=30.9, Synergy_ZIP=-1.53, Synergy_Bliss=0.0420, Synergy_Loewe=-3.14, Synergy_HSA=1.86. (3) Drug 1: CN(C)N=NC1=C(NC=N1)C(=O)N. Drug 2: CC1C(C(CC(O1)OC2CC(OC(C2O)C)OC3=CC4=CC5=C(C(=O)C(C(C5)C(C(=O)C(C(C)O)O)OC)OC6CC(C(C(O6)C)O)OC7CC(C(C(O7)C)O)OC8CC(C(C(O8)C)O)(C)O)C(=C4C(=C3C)O)O)O)O. Cell line: SN12C. Synergy scores: CSS=-3.79, Synergy_ZIP=-0.903, Synergy_Bliss=-6.09, Synergy_Loewe=-7.25, Synergy_HSA=-6.34. (4) Drug 1: CC1=C2C(C(=O)C3(C(CC4C(C3C(C(C2(C)C)(CC1OC(=O)C(C(C5=CC=CC=C5)NC(=O)OC(C)(C)C)O)O)OC(=O)C6=CC=CC=C6)(CO4)OC(=O)C)OC)C)OC. Drug 2: B(C(CC(C)C)NC(=O)C(CC1=CC=CC=C1)NC(=O)C2=NC=CN=C2)(O)O. Cell line: HOP-62. Synergy scores: CSS=38.9, Synergy_ZIP=4.61, Synergy_Bliss=3.88, Synergy_Loewe=-4.17, Synergy_HSA=2.55. (5) Drug 1: C1=CC(=C2C(=C1NCCNCCO)C(=O)C3=C(C=CC(=C3C2=O)O)O)NCCNCCO. Drug 2: CN(CC1=CN=C2C(=N1)C(=NC(=N2)N)N)C3=CC=C(C=C3)C(=O)NC(CCC(=O)O)C(=O)O. Cell line: NCIH23. Synergy scores: CSS=60.6, Synergy_ZIP=-2.62, Synergy_Bliss=-0.648, Synergy_Loewe=-6.84, Synergy_HSA=3.80.